Dataset: Catalyst prediction with 721,799 reactions and 888 catalyst types from USPTO. Task: Predict which catalyst facilitates the given reaction. (1) Reactant: [F:1][C:2]1[CH:3]=[C:4]([C:8]2[N:13]=[C:12]([CH3:14])[C:11]([C:15]([OH:17])=O)=[CH:10][N:9]=2)[CH:5]=[CH:6][CH:7]=1.[NH2:18][N:19]1[C:27]2[C:22](=[CH:23][C:24]([F:28])=[CH:25][CH:26]=2)[C:21]([CH2:29][CH2:30][C:31]([CH3:34])([OH:33])[CH3:32])=[CH:20]1.C[N+]1(C2N=C(OC)N=C(OC)N=2)CCOCC1.[Cl-]. Product: [F:28][C:24]1[CH:23]=[C:22]2[C:27](=[CH:26][CH:25]=1)[N:19]([NH:18][C:15]([C:11]1[C:12]([CH3:14])=[N:13][C:8]([C:4]3[CH:5]=[CH:6][CH:7]=[C:2]([F:1])[CH:3]=3)=[N:9][CH:10]=1)=[O:17])[CH:20]=[C:21]2[CH2:29][CH2:30][C:31]([OH:33])([CH3:32])[CH3:34]. The catalyst class is: 3. (2) Reactant: [CH3:1][O:2][C:3]1[CH:21]=[CH:20][C:6]([CH2:7][NH:8][C:9]([C:11]2[C:15]([NH:16][C:17]([NH2:19])=[O:18])=[CH:14][NH:13][N:12]=2)=[O:10])=[CH:5][CH:4]=1.C(=O)([O-])[O-].[Cs+].[Cs+].I[C:29]1[CH:34]=[CH:33][C:32]([O:35][CH2:36][CH3:37])=[CH:31][CH:30]=1. Product: [CH3:1][O:2][C:3]1[CH:4]=[CH:5][C:6]([CH2:7][NH:8][C:9]([C:11]2[C:15]([NH:16][C:17]([NH2:19])=[O:18])=[CH:14][N:13]([C:29]3[CH:34]=[CH:33][C:32]([O:35][CH2:36][CH3:37])=[CH:31][CH:30]=3)[N:12]=2)=[O:10])=[CH:20][CH:21]=1. The catalyst class is: 122. (3) Reactant: [CH2:1]([N:8](C)[C:9]1[C:10](=[O:25])[NH:11][C:12](=[O:24])[N:13]([C:15]([NH:17][CH2:18][CH2:19][CH2:20][CH2:21][CH2:22][CH3:23])=[O:16])[CH:14]=1)C1C=CC=CC=1.[H][H]. Product: [CH2:18]([NH:17][C:15]([N:13]1[CH:14]=[C:9]([NH:8][CH3:1])[C:10](=[O:25])[NH:11][C:12]1=[O:24])=[O:16])[CH2:19][CH2:20][CH2:21][CH2:22][CH3:23]. The catalyst class is: 99. (4) Reactant: [Br:1][C:2]1[CH:7]=[CH:6][CH:5]=[CH:4][C:3]=1[CH2:8][C:9]#[N:10].[H-].[Al+3].[Li+].[H-].[H-].[H-].[OH-].[K+]. Product: [Br:1][C:2]1[CH:7]=[CH:6][CH:5]=[CH:4][C:3]=1[CH2:8][CH2:9][NH2:10]. The catalyst class is: 28. (5) Reactant: [OH-].[Na+].O.[NH2:4][C:5]1[C:10]([OH:11])=[CH:9][CH:8]=[CH:7][N:6]=1.[CH:12]1([CH2:18]Br)[CH2:17][CH2:16][CH2:15][CH2:14][CH2:13]1. Product: [CH:12]1([CH2:18][O:11][C:10]2[C:5]([NH2:4])=[N:6][CH:7]=[CH:8][CH:9]=2)[CH2:17][CH2:16][CH2:15][CH2:14][CH2:13]1. The catalyst class is: 5. (6) Reactant: [O:1]1[CH2:6][CH2:5][N:4]([C:7]2[N:12]=[C:11]([N:13]3[CH2:18][CH2:17][O:16][CH2:15][CH2:14]3)[N:10]=[C:9]([C:19]3[CH:24]=[CH:23][C:22]([NH:25][C:26](=[O:38])[NH:27][C:28]4[CH:37]=[CH:36][C:31]([C:32]([O:34]C)=[O:33])=[CH:30][CH:29]=4)=[CH:21][CH:20]=3)[N:8]=2)[CH2:3][CH2:2]1.C1COCC1.CO.O[Li].O. Product: [O:1]1[CH2:2][CH2:3][N:4]([C:7]2[N:12]=[C:11]([N:13]3[CH2:14][CH2:15][O:16][CH2:17][CH2:18]3)[N:10]=[C:9]([C:19]3[CH:24]=[CH:23][C:22]([NH:25][C:26](=[O:38])[NH:27][C:28]4[CH:37]=[CH:36][C:31]([C:32]([OH:34])=[O:33])=[CH:30][CH:29]=4)=[CH:21][CH:20]=3)[N:8]=2)[CH2:5][CH2:6]1. The catalyst class is: 6. (7) Reactant: [CH2:1]([NH:8][C:9]([C:11]1([CH3:25])[C:24]2[CH:23]=[CH:22][CH:21]=[CH:20][C:19]=2[O:18][C:17]2[C:12]1=[CH:13][CH:14]=[CH:15][CH:16]=2)=O)[C:2]1[CH:7]=[CH:6][CH:5]=[CH:4][CH:3]=1. Product: [CH2:1]([NH:8][CH2:9][C:11]1([CH3:25])[C:24]2[CH:23]=[CH:22][CH:21]=[CH:20][C:19]=2[O:18][C:17]2[C:12]1=[CH:13][CH:14]=[CH:15][CH:16]=2)[C:2]1[CH:3]=[CH:4][CH:5]=[CH:6][CH:7]=1. The catalyst class is: 1.